Predict the product of the given reaction. From a dataset of Forward reaction prediction with 1.9M reactions from USPTO patents (1976-2016). Given the reactants [C:1]([NH:4][CH2:5][CH2:6][CH2:7][S:8]([O:11][CH2:12][C:13]([CH3:27])([CH3:26])[C@@H:14]([O:18][Si:19]([CH3:25])([CH3:24])[C:20]([CH3:23])([CH3:22])[CH3:21])[C:15]([OH:17])=[O:16])(=[O:10])=[O:9])(=[O:3])[CH3:2].Br[CH2:29][C:30]1[O:34][C:33](=[O:35])[O:32][C:31]=1[CH3:36], predict the reaction product. The product is: [C:1]([NH:4][CH2:5][CH2:6][CH2:7][S:8]([O:11][CH2:12][C:13]([CH3:27])([CH3:26])[C@@H:14]([O:18][Si:19]([CH3:25])([CH3:24])[C:20]([CH3:21])([CH3:23])[CH3:22])[C:15]([O:17][CH2:36][C:31]1[O:32][C:33](=[O:35])[O:34][C:30]=1[CH3:29])=[O:16])(=[O:9])=[O:10])(=[O:3])[CH3:2].